This data is from Forward reaction prediction with 1.9M reactions from USPTO patents (1976-2016). The task is: Predict the product of the given reaction. (1) Given the reactants [OH:1][C@H:2]1[CH2:7][CH2:6][CH2:5][CH2:4][C@H:3]1[N:8]1[C:17]2[C:12](=[CH:13][C:14](I)=[CH:15][CH:16]=2)[C:11](=[O:19])[C:10]([C:20]([O:22][CH2:23][CH3:24])=[O:21])=[CH:9]1.[CH2:25]([NH:27][C:28]([NH:30][C:31]1[CH:36]=[C:35]([C:37]2[S:38][CH:39]=[C:40]([C:42]([F:45])([F:44])[F:43])[N:41]=2)[C:34](B2OC(C)(C)C(C)(C)O2)=[CH:33][N:32]=1)=[O:29])[CH3:26].C(=O)([O-])[O-].[K+].[K+], predict the reaction product. The product is: [CH2:25]([NH:27][C:28](=[O:29])[NH:30][C:31]1[N:32]=[CH:33][C:34]([C:14]2[CH:13]=[C:12]3[C:17](=[CH:16][CH:15]=2)[N:8]([C@@H:3]2[CH2:4][CH2:5][CH2:6][CH2:7][C@@H:2]2[OH:1])[CH:9]=[C:10]([C:20]([O:22][CH2:23][CH3:24])=[O:21])[C:11]3=[O:19])=[C:35]([C:37]2[S:38][CH:39]=[C:40]([C:42]([F:45])([F:44])[F:43])[N:41]=2)[CH:36]=1)[CH3:26]. (2) The product is: [S:37]([O-:40])([O-:43])(=[O:39])=[O:38].[Na+:42].[Na+:42].[CH3:1][O:2][C:3]1[CH:8]=[CH:7][C:6]([CH2:9][CH2:10][C:11]2[CH:16]=[C:15]([O:17][CH3:18])[C:14]([O:19][CH3:20])=[C:13]([O:21][CH3:22])[CH:12]=2)=[CH:5][C:4]=1[OH:23]. Given the reactants [CH3:1][O:2][C:3]1[CH:8]=[CH:7][C:6]([CH2:9][CH2:10][C:11]2[CH:16]=[C:15]([O:17][CH3:18])[C:14]([O:19][CH3:20])=[C:13]([O:21][CH3:22])[CH:12]=2)=[CH:5][C:4]=1[OH:23].CN(C)C1C=CC=CC=1.C(Cl)Cl.Cl[S:37]([OH:40])(=[O:39])=[O:38].[Cl-].[Na+:42].[OH2:43], predict the reaction product. (3) Given the reactants [CH:1]1([N:4]([CH3:22])[C:5]2[C:6]3[C:17]4[CH2:18][CH2:19][CH2:20][CH2:21][C:16]=4[S:15][C:7]=3[N:8]=[C:9]([CH2:11][C:12](O)=[O:13])[N:10]=2)[CH2:3][CH2:2]1.C1C=CC2N(O)N=NC=2C=1.C[CH2:34][N:35]=[C:36]=NCCCN(C)C.Cl, predict the reaction product. The product is: [CH:1]1([N:4]([CH3:22])[C:5]2[C:6]3[C:17]4[CH2:18][CH2:19][CH2:20][CH2:21][C:16]=4[S:15][C:7]=3[N:8]=[C:9]([CH2:11][C:12]([N:35]([CH3:36])[CH3:34])=[O:13])[N:10]=2)[CH2:2][CH2:3]1. (4) Given the reactants [OH:1][C:2]1[CH:11]=[C:10]([OH:12])[CH:9]=[C:8]2[C:3]=1[C:4](=[O:22])[CH2:5][CH:6]([C:13]1[CH:18]=[CH:17][C:16]([O:19][CH3:20])=[C:15]([OH:21])[CH:14]=1)[O:7]2.C(=O)([O-])[O-].[K+].[K+].Br[CH2:30][CH2:31][CH2:32][C:33]([O:35][CH2:36]C)=[O:34], predict the reaction product. The product is: [OH:1][C:2]1[CH:11]=[C:10]([O:12][CH2:30][CH2:31][CH2:32][C:33]([O:35][CH3:36])=[O:34])[CH:9]=[C:8]2[C:3]=1[C:4](=[O:22])[CH2:5][CH:6]([C:13]1[CH:18]=[CH:17][C:16]([O:19][CH3:20])=[C:15]([OH:21])[CH:14]=1)[O:7]2. (5) Given the reactants [CH3:1][C@H:2]1[NH:7][C:6](=[O:8])[CH:5]([NH:9][C:10](=[O:16])[O:11][C:12]([CH3:15])([CH3:14])[CH3:13])[CH2:4][C@H:3]1[C:17]1[CH:22]=[C:21]([F:23])[CH:20]=[C:19]([F:24])[C:18]=1[F:25].CN1C(=O)N(C)CCC1.C(O[Li])(C)(C)C.[C:41]([CH2:45]OS(C(F)(F)F)(=O)=O)([F:44])([F:43])[F:42], predict the reaction product. The product is: [CH3:1][C@H:2]1[N:7]([CH2:45][C:41]([F:44])([F:43])[F:42])[C:6](=[O:8])[CH:5]([NH:9][C:10](=[O:16])[O:11][C:12]([CH3:14])([CH3:15])[CH3:13])[CH2:4][C@H:3]1[C:17]1[CH:22]=[C:21]([F:23])[CH:20]=[C:19]([F:24])[C:18]=1[F:25]. (6) Given the reactants [Cl:1][C:2]1[C:7]([Cl:8])=[CH:6][C:5]([NH2:9])=[C:4]([NH2:10])[CH:3]=1.C([O:15][C:16](=O)[CH2:17][C:18]([C:20]1[CH:25]=[CH:24][CH:23]=[C:22]([C:26]2[C:31]([CH2:32][CH3:33])=[CH:30][N:29]=[C:28]([CH3:34])[CH:27]=2)[CH:21]=1)=O)(C)(C)C, predict the reaction product. The product is: [Cl:1][C:2]1[C:7]([Cl:8])=[CH:6][C:5]2[NH:9][C:16](=[O:15])[CH2:17][C:18]([C:20]3[CH:25]=[CH:24][CH:23]=[C:22]([C:26]4[C:31]([CH2:32][CH3:33])=[CH:30][N:29]=[C:28]([CH3:34])[CH:27]=4)[CH:21]=3)=[N:10][C:4]=2[CH:3]=1.